Dataset: Full USPTO retrosynthesis dataset with 1.9M reactions from patents (1976-2016). Task: Predict the reactants needed to synthesize the given product. (1) Given the product [CH3:1][O:2][C:3]1[CH:4]=[C:5]([CH2:10][CH:11]([NH:13][CH:14]=[O:15])[CH3:12])[CH:6]=[CH:7][C:8]=1[CH3:9], predict the reactants needed to synthesize it. The reactants are: [CH3:1][O:2][C:3]1[CH:4]=[C:5]([CH2:10][CH:11]([NH2:13])[CH3:12])[CH:6]=[CH:7][C:8]=1[CH3:9].[CH:14](OCC)=[O:15].C(N(CC)CC)C. (2) Given the product [CH3:40][O:41][C:42](=[O:69])[NH:43][CH:44]([C:48]([N:50]1[CH2:54][CH2:53][CH2:52][CH:51]1[C:55]1[NH:56][C:57]([C:60]2[S:64][CH:63]3[CH:65]=[C:66]([C:20]4[CH:21]=[CH:22][C:17]([C:14]5[NH:13][C:12]([CH:8]6[CH2:9][CH2:10][CH2:11][N:7]6[C:6](=[O:32])[CH:5]([NH:4][CH2:3][O:39][O:73][CH3:70])[C:17]6[CH:22]=[CH:21][CH:20]=[CH:19][CH:18]=6)=[N:16][CH:15]=5)=[CH:18][CH:19]=4)[S:67][CH:62]3[CH:61]=2)=[CH:58][N:59]=1)=[O:49])[CH:45]([CH3:47])[CH3:46], predict the reactants needed to synthesize it. The reactants are: CO[C:3](=[O:39])[NH:4][CH:5](C1C=CC=CC=1)[C:6](=[O:32])[N:7]1[CH2:11][CH2:10][CH2:9][CH:8]1[C:12]1[NH:13][C:14]([C:17]2[CH:22]=[CH:21][C:20](B3OC(C)(C)C(C)(C)O3)=[CH:19][CH:18]=2)=[CH:15][N:16]=1.[CH3:40][O:41][C:42](=[O:69])[NH:43][CH:44]([C:48]([N:50]1[CH2:54][CH2:53][CH2:52][CH:51]1[C:55]1[NH:56][C:57]([C:60]2[S:64][CH:63]3[CH:65]=[C:66](Br)[S:67][CH:62]3[CH:61]=2)=[CH:58][N:59]=1)=[O:49])[CH:45]([CH3:47])[CH3:46].[C:70]([O-:73])([O-])=O.[K+].[K+]. (3) Given the product [CH3:1][C:2]1[N:3]=[CH:4][N:5]([CH2:16][O:15][CH2:14][CH2:13][Si:10]([CH3:12])([CH3:11])[CH3:9])[CH:6]=1, predict the reactants needed to synthesize it. The reactants are: [CH3:1][C:2]1[N:3]=[CH:4][NH:5][CH:6]=1.[H-].[Na+].[CH3:9][Si:10]([CH2:13][CH2:14][O:15][CH2:16]Cl)([CH3:12])[CH3:11]. (4) Given the product [NH2:1][C:2]1[N:3]=[C:4]([CH3:13])[C:5]([Cl:14])=[C:6]([CH:12]=1)[C:7]([O:9][CH2:10][CH3:11])=[O:8], predict the reactants needed to synthesize it. The reactants are: [NH2:1][C:2]1[N:3]=[C:4]([CH3:13])[CH:5]=[C:6]([CH:12]=1)[C:7]([O:9][CH2:10][CH3:11])=[O:8].[Cl:14]N1C(=O)CCC1=O.C(=O)([O-])O.[Na+].